From a dataset of Catalyst prediction with 721,799 reactions and 888 catalyst types from USPTO. Predict which catalyst facilitates the given reaction. (1) Reactant: [Cl:1][C:2]1[N:3]=[C:4]2[C:10]([I:11])=[CH:9][NH:8][C:5]2=[N:6][CH:7]=1.[CH:12]([Si:15](Cl)([CH:19]([CH3:21])[CH3:20])[CH:16]([CH3:18])[CH3:17])([CH3:14])[CH3:13]. Product: [Cl:1][C:2]1[N:3]=[C:4]2[C:10]([I:11])=[CH:9][N:8]([Si:15]([CH:19]([CH3:21])[CH3:20])([CH:16]([CH3:18])[CH3:17])[CH:12]([CH3:14])[CH3:13])[C:5]2=[N:6][CH:7]=1. The catalyst class is: 54. (2) Reactant: [O:1]=[CH:2][C@@H:3]([C@@H:5]([C@@H:7]([CH2:9][OH:10])[OH:8])[OH:6])[OH:4].S(=O)(=O)(O)O.[C:16](=O)([O-])[O-].[Na+].[Na+]. Product: [O:1]([CH3:16])[C@@H:2]1[O:8][C@H:7]([CH2:9][OH:10])[C@@H:5]([OH:6])[C@H:3]1[OH:4]. The catalyst class is: 5. (3) Reactant: [C:1]([O:5][C:6]([N:8]1[CH2:13][CH2:12][N:11]([C:14]2[C:19]([O:20]CC3C=CC=CC=3)=[CH:18][N:17]=[CH:16][N:15]=2)[CH2:10][CH2:9]1)=[O:7])([CH3:4])([CH3:3])[CH3:2]. The catalyst class is: 19. Product: [C:1]([O:5][C:6]([N:8]1[CH2:9][CH2:10][N:11]([C:14]2[C:19]([OH:20])=[CH:18][N:17]=[CH:16][N:15]=2)[CH2:12][CH2:13]1)=[O:7])([CH3:4])([CH3:2])[CH3:3].